From a dataset of Catalyst prediction with 721,799 reactions and 888 catalyst types from USPTO. Predict which catalyst facilitates the given reaction. Reactant: [CH:1]([C:4]1[CH:5]=[C:6]([CH:10]([CH3:14])[CH2:11][CH:12]=[O:13])[CH:7]=[CH:8][CH:9]=1)([CH3:3])[CH3:2].C=O.[C:17](O)(=O)CC.N1CCCC1.C([O-])(O)=O.[Na+]. Product: [CH:1]([C:4]1[CH:5]=[C:6]([CH:10]([CH3:14])[C:11](=[CH2:17])[CH:12]=[O:13])[CH:7]=[CH:8][CH:9]=1)([CH3:3])[CH3:2]. The catalyst class is: 32.